This data is from Peptide-MHC class II binding affinity with 134,281 pairs from IEDB. The task is: Regression. Given a peptide amino acid sequence and an MHC pseudo amino acid sequence, predict their binding affinity value. This is MHC class II binding data. (1) The peptide sequence is QLWTALVSLTCSNTI. The MHC is DRB1_0701 with pseudo-sequence DRB1_0701. The binding affinity (normalized) is 0.894. (2) The peptide sequence is YASGKVWGQKYFKGN. The MHC is DRB3_0202 with pseudo-sequence DRB3_0202. The binding affinity (normalized) is 0.208. (3) The peptide sequence is FKTFEAAFTSSSKAA. The MHC is DRB3_0202 with pseudo-sequence DRB3_0202. The binding affinity (normalized) is 0.524. (4) The binding affinity (normalized) is 0.943. The peptide sequence is KAAVAAAASVPAADK. The MHC is DRB1_0101 with pseudo-sequence DRB1_0101.